Dataset: Reaction yield outcomes from USPTO patents with 853,638 reactions. Task: Predict the reaction yield, written as a fraction of the theoretical maximum amount of product (1.0 means a 100% yield; for example, 0.34 means a 34% yield). (1) The reactants are [Cl:1][CH2:2]C(CCl)=O.[CH2:7]([O:14][C:15]([NH:17][C@H:18]([C:26]([OH:28])=O)[CH2:19][C:20]1[CH:25]=[CH:24][CH:23]=[CH:22][CH:21]=1)=[O:16])[C:8]1[CH:13]=[CH:12][CH:11]=[CH:10][CH:9]=1.[BH4-].[Na+]. The catalyst is CO.O1CCCC1. The product is [CH2:7]([O:14][C:15]([NH:17][C@@H:18]([CH2:19][C:20]1[CH:21]=[CH:22][CH:23]=[CH:24][CH:25]=1)[C@H:26]([OH:28])[CH2:2][Cl:1])=[O:16])[C:8]1[CH:9]=[CH:10][CH:11]=[CH:12][CH:13]=1. The yield is 0.430. (2) The reactants are C(OC([NH:11][C@H:12]1[CH2:17][CH2:16][N:15]([C:18]2[S:22][C:21]([CH3:23])=[C:20]([C:24]([O:26][CH3:27])=[O:25])[CH:19]=2)[CH2:14][C@H:13]1[O:28][CH3:29])=O)C1C=CC=CC=1.Br.C(O)(=O)C. The catalyst is C(O)(=O)C.C(OCC)(=O)C. The product is [NH2:11][C@H:12]1[CH2:17][CH2:16][N:15]([C:18]2[S:22][C:21]([CH3:23])=[C:20]([C:24]([O:26][CH3:27])=[O:25])[CH:19]=2)[CH2:14][C@H:13]1[O:28][CH3:29]. The yield is 0.590. (3) The reactants are [CH3:1][O:2][C:3](=[O:14])[C:4]1[CH:9]=[C:8]([N+:10]([O-:12])=[O:11])[CH:7]=[C:6](I)[CH:5]=1.[B:15]1([B:15]2[O:19][C:18]([CH3:21])([CH3:20])[C:17]([CH3:23])([CH3:22])[O:16]2)[O:19][C:18]([CH3:21])([CH3:20])[C:17]([CH3:23])([CH3:22])[O:16]1.CC([O-])=O.[K+]. The catalyst is CS(C)=O. The product is [CH3:1][O:2][C:3](=[O:14])[C:4]1[CH:5]=[C:6]([B:15]2[O:19][C:18]([CH3:21])([CH3:20])[C:17]([CH3:23])([CH3:22])[O:16]2)[CH:7]=[C:8]([N+:10]([O-:12])=[O:11])[CH:9]=1. The yield is 0.670. (4) The reactants are Cl[C:2]1[N:7]=[C:6]([O:8][CH3:9])[C:5]([C:10]([OH:12])=[O:11])=[C:4]([CH3:13])[CH:3]=1.CN(C([O:21]N1N=NC2C=CC=NC1=2)=[N+](C)C)C.F[P-](F)(F)(F)(F)F.[CH3:38][CH2:39][N:40](CC)[CH2:41][CH3:42].FC1C=C(C=C(F)C=1)CN. The catalyst is C1COCC1.CCOC(C)=O. The product is [CH3:9][O:8][C:6]1[C:5]([C:10]([OH:12])=[O:11])=[C:4]([CH3:13])[CH:3]=[C:2]([N:40]2[CH2:41][CH2:42][O:21][CH2:38][CH2:39]2)[N:7]=1. The yield is 0.540.